Dataset: Retrosynthesis with 50K atom-mapped reactions and 10 reaction types from USPTO. Task: Predict the reactants needed to synthesize the given product. (1) Given the product CC(C)(C)NC(=O)c1cn(COCC[Si](C)(C)C)c2ncc(Nc3ccc(S(C)(=O)=O)cc3)nc12, predict the reactants needed to synthesize it. The reactants are: CC(C)(C)NC(=O)c1cn(COCC[Si](C)(C)C)c2ncc(Br)nc12.CS(=O)(=O)c1ccc(N)cc1. (2) Given the product O=C(NC(=O)c1ccccc1)NC1CCN(Cc2ccccc2)CC1, predict the reactants needed to synthesize it. The reactants are: NC1CCN(Cc2ccccc2)CC1.O=C=NC(=O)c1ccccc1. (3) Given the product CCOC(=O)/C=C/c1ccc(OC)c(OCOC)c1, predict the reactants needed to synthesize it. The reactants are: CCOC(=O)CP(=O)(OCC)OCC.COCOc1cc(C=O)ccc1OC. (4) Given the product Cc1cccc(C)c1COc1cccn2c(CO)c(C)nc12, predict the reactants needed to synthesize it. The reactants are: Cc1cccc(C)c1CCl.Cc1nc2c(O)cccn2c1CO. (5) Given the product CCOCCCCCC(OC(=O)c1ccc(O)cc1F)C(F)(F)F, predict the reactants needed to synthesize it. The reactants are: CCOCCCCCC(OC(=O)c1ccc(OCc2ccccc2)cc1F)C(F)(F)F. (6) Given the product COc1ncc(Br)cc1[C@]1(C)C[C@@H](C(F)(F)F)OC(NC(=O)OC(C)(C)C)=N1, predict the reactants needed to synthesize it. The reactants are: CC(C)(C)OC(=O)NC1=N[C@](C)(c2cc(Br)cnc2F)C[C@@H](C(F)(F)F)O1.C[O-].